This data is from Aqueous solubility values for 9,982 compounds from the AqSolDB database. The task is: Regression/Classification. Given a drug SMILES string, predict its absorption, distribution, metabolism, or excretion properties. Task type varies by dataset: regression for continuous measurements (e.g., permeability, clearance, half-life) or binary classification for categorical outcomes (e.g., BBB penetration, CYP inhibition). For this dataset (solubility_aqsoldb), we predict Y. (1) The compound is CC1=CC(=O)c2ccccc2C1=O. The Y is -3.03 log mol/L. (2) The molecule is Cc1nc2n(c(=O)c1CCCl)CCCC2.Cl. The Y is 0.580 log mol/L. (3) The molecule is c1ncc2[nH]cnc2n1. The Y is 0.619 log mol/L.